Dataset: Peptide-MHC class I binding affinity with 185,985 pairs from IEDB/IMGT. Task: Regression. Given a peptide amino acid sequence and an MHC pseudo amino acid sequence, predict their binding affinity value. This is MHC class I binding data. (1) The peptide sequence is DVNSVQFSI. The MHC is HLA-A02:02 with pseudo-sequence HLA-A02:02. The binding affinity (normalized) is 0.145. (2) The peptide sequence is PYRLWHYPCTI. The MHC is Patr-A0901 with pseudo-sequence Patr-A0901. The binding affinity (normalized) is 0.442.